The task is: Predict the reactants needed to synthesize the given product.. This data is from Full USPTO retrosynthesis dataset with 1.9M reactions from patents (1976-2016). (1) Given the product [Br:1][C:2]1[CH:3]=[CH:4][CH:5]=[C:6]2[C:11]=1[C:10](=[O:12])[CH2:9][CH2:8][CH2:7]2, predict the reactants needed to synthesize it. The reactants are: [Br:1][C:2]1[CH:3]=[CH:4][CH:5]=[C:6]2[C:11]=1[CH:10]([OH:12])[CH2:9][CH2:8][CH2:7]2.ClCCl.C1C=C[NH+]=CC=1.[O-][Cr](Cl)(=O)=O. (2) Given the product [CH2:18]([O:17][C:15]([C:14]1[N:6]=[C:4]([C:3]2[CH:7]=[CH:8][C:9]([F:11])=[CH:10][C:2]=2[F:1])[S:5][CH:13]=1)=[O:16])[CH3:19], predict the reactants needed to synthesize it. The reactants are: [F:1][C:2]1[CH:10]=[C:9]([F:11])[CH:8]=[CH:7][C:3]=1[C:4]([NH2:6])=[S:5].Br[CH2:13][C:14](=O)[C:15]([O:17][CH2:18][CH3:19])=[O:16]. (3) Given the product [Br:10][C:7]1[CH:8]=[CH:9][C:4]([CH:2]([NH:18][S@@:16]([C:13]([CH3:15])([CH3:14])[CH3:12])=[O:17])[CH3:1])=[C:5]([O:11][CH3:22])[CH:6]=1, predict the reactants needed to synthesize it. The reactants are: [CH3:1][C:2]([C:4]1[CH:9]=[CH:8][C:7]([Br:10])=[CH:6][C:5]=1[OH:11])=O.[CH3:12][C:13]([S@:16]([NH2:18])=[O:17])([CH3:15])[CH3:14].[BH4-].[Na+].Cl[CH2:22]Cl. (4) Given the product [CH2:38]([NH:30][C@H:26]1[CH2:27][CH2:28][CH2:29][N:24]([C:23]2[C:6]3[C:5]4[CH:4]=[C:3]([C:1]#[N:2])[N:11]=[CH:10][C:9]=4[NH:8][C:7]=3[N:20]=[CH:21][CH:22]=2)[CH2:25]1)[CH3:39], predict the reactants needed to synthesize it. The reactants are: [C:1]([C:3]1[N:11]=[CH:10][C:9]2[N:8](COCC[Si](C)(C)C)[C:7]3[N:20]=[CH:21][CH:22]=[C:23]([N:24]4[CH2:29][CH2:28][CH2:27][C@H:26]([N:30]([CH2:38][CH3:39])C(=O)OC(C)(C)C)[CH2:25]4)[C:6]=3[C:5]=2[CH:4]=1)#[N:2].Br.[OH-].[Na+].Cl. (5) Given the product [OH:38][CH2:39][C:40]([N:42]1[CH2:46][CH2:45][C@@H:44]([O:47][C:48]2[CH:55]=[CH:54][C:53]([C:56]3[N:61]=[C:60]([NH:62][C:63]4[CH:68]=[CH:67][C:66]([N:69]5[CH2:70][CH2:71][N:72]([CH:75]6[CH2:76][O:77][CH2:78]6)[CH2:73][CH2:74]5)=[CH:65][CH:64]=4)[N:59]=[CH:58][N:57]=3)=[CH:52][C:49]=2[C:50]#[N:51])[CH2:43]1)=[O:41], predict the reactants needed to synthesize it. The reactants are: O1CC(N2CCN(C3C=CC(NC4N=CN=C(C5C=CC(O[C@@H]6CCNC6)=C(C=5)C#N)N=4)=CC=3)CC2)C1.[OH:38][CH2:39][C:40]([N:42]1[CH2:46][CH2:45][C@@H:44]([O:47][C:48]2[CH:55]=[CH:54][C:53]([C:56]3[N:61]=[C:60]([NH:62][C:63]4[CH:68]=[CH:67][C:66]([N:69]5[CH2:74][CH2:73][N:72]([CH:75]6[CH2:78][O:77][CH2:76]6)[CH2:71][CH2:70]5)=[CH:65][CH:64]=4)[N:59]=[CH:58][N:57]=3)=[CH:52][C:49]=2[C:50]#[N:51])[CH2:43]1)=[O:41].C(O)(=O)CO.C(N(CC)C(C)C)(C)C.CN(C(ON1N=NC2C=CC=NC1=2)=[N+](C)C)C.F[P-](F)(F)(F)(F)F.